From a dataset of NCI-60 drug combinations with 297,098 pairs across 59 cell lines. Regression. Given two drug SMILES strings and cell line genomic features, predict the synergy score measuring deviation from expected non-interaction effect. (1) Drug 1: C1CN1C2=NC(=NC(=N2)N3CC3)N4CC4. Drug 2: C1CCC(CC1)NC(=O)N(CCCl)N=O. Cell line: TK-10. Synergy scores: CSS=11.7, Synergy_ZIP=-8.01, Synergy_Bliss=-2.71, Synergy_Loewe=-5.53, Synergy_HSA=-1.08. (2) Drug 1: CC1=C2C(C(=O)C3(C(CC4C(C3C(C(C2(C)C)(CC1OC(=O)C(C(C5=CC=CC=C5)NC(=O)C6=CC=CC=C6)O)O)OC(=O)C7=CC=CC=C7)(CO4)OC(=O)C)O)C)OC(=O)C. Drug 2: CC1CCC2CC(C(=CC=CC=CC(CC(C(=O)C(C(C(=CC(C(=O)CC(OC(=O)C3CCCCN3C(=O)C(=O)C1(O2)O)C(C)CC4CCC(C(C4)OC)OCCO)C)C)O)OC)C)C)C)OC. Cell line: CAKI-1. Synergy scores: CSS=18.5, Synergy_ZIP=3.03, Synergy_Bliss=4.78, Synergy_Loewe=3.26, Synergy_HSA=3.56. (3) Drug 1: CCC1(CC2CC(C3=C(CCN(C2)C1)C4=CC=CC=C4N3)(C5=C(C=C6C(=C5)C78CCN9C7C(C=CC9)(C(C(C8N6C)(C(=O)OC)O)OC(=O)C)CC)OC)C(=O)OC)O.OS(=O)(=O)O. Drug 2: CC1C(C(CC(O1)OC2CC(CC3=C2C(=C4C(=C3O)C(=O)C5=C(C4=O)C(=CC=C5)OC)O)(C(=O)CO)O)N)O.Cl. Cell line: COLO 205. Synergy scores: CSS=51.5, Synergy_ZIP=-5.50, Synergy_Bliss=-8.75, Synergy_Loewe=-9.36, Synergy_HSA=-7.90. (4) Drug 1: CC1=CC2C(CCC3(C2CCC3(C(=O)C)OC(=O)C)C)C4(C1=CC(=O)CC4)C. Drug 2: CC(C)(C#N)C1=CC(=CC(=C1)CN2C=NC=N2)C(C)(C)C#N. Cell line: NCI/ADR-RES. Synergy scores: CSS=0.923, Synergy_ZIP=-1.05, Synergy_Bliss=-2.48, Synergy_Loewe=-0.0762, Synergy_HSA=-2.20. (5) Cell line: KM12. Drug 1: CC1=C(C=C(C=C1)C(=O)NC2=CC(=CC(=C2)C(F)(F)F)N3C=C(N=C3)C)NC4=NC=CC(=N4)C5=CN=CC=C5. Drug 2: N.N.Cl[Pt+2]Cl. Synergy scores: CSS=32.7, Synergy_ZIP=-8.83, Synergy_Bliss=-2.41, Synergy_Loewe=3.30, Synergy_HSA=1.06. (6) Cell line: UACC62. Drug 1: CC1=CC2C(CCC3(C2CCC3(C(=O)C)OC(=O)C)C)C4(C1=CC(=O)CC4)C. Synergy scores: CSS=66.7, Synergy_ZIP=-1.01, Synergy_Bliss=2.02, Synergy_Loewe=4.12, Synergy_HSA=4.66. Drug 2: CC1C(C(CC(O1)OC2CC(CC3=C2C(=C4C(=C3O)C(=O)C5=CC=CC=C5C4=O)O)(C(=O)C)O)N)O. (7) Drug 1: C1CN1C2=NC(=NC(=N2)N3CC3)N4CC4. Drug 2: CC1CCCC2(C(O2)CC(NC(=O)CC(C(C(=O)C(C1O)C)(C)C)O)C(=CC3=CSC(=N3)C)C)C. Cell line: KM12. Synergy scores: CSS=57.1, Synergy_ZIP=-1.46, Synergy_Bliss=-4.56, Synergy_Loewe=-7.53, Synergy_HSA=-1.99. (8) Drug 1: CN1C2=C(C=C(C=C2)N(CCCl)CCCl)N=C1CCCC(=O)O.Cl. Drug 2: CC1=C(C(=O)C2=C(C1=O)N3CC4C(C3(C2COC(=O)N)OC)N4)N. Cell line: LOX IMVI. Synergy scores: CSS=35.3, Synergy_ZIP=-2.28, Synergy_Bliss=-3.04, Synergy_Loewe=-11.5, Synergy_HSA=-0.384. (9) Drug 1: CC1=C(C=C(C=C1)NC2=NC=CC(=N2)N(C)C3=CC4=NN(C(=C4C=C3)C)C)S(=O)(=O)N.Cl. Drug 2: C1C(C(OC1N2C=NC3=C(N=C(N=C32)Cl)N)CO)O. Cell line: SF-295. Synergy scores: CSS=1.24, Synergy_ZIP=-1.96, Synergy_Bliss=-3.83, Synergy_Loewe=-2.27, Synergy_HSA=-2.57. (10) Drug 1: C1=NC(=NC(=O)N1C2C(C(C(O2)CO)O)O)N. Drug 2: C1CC(=O)NC(=O)C1N2C(=O)C3=CC=CC=C3C2=O. Cell line: UACC62. Synergy scores: CSS=33.0, Synergy_ZIP=-1.22, Synergy_Bliss=1.77, Synergy_Loewe=-25.6, Synergy_HSA=0.514.